This data is from Full USPTO retrosynthesis dataset with 1.9M reactions from patents (1976-2016). The task is: Predict the reactants needed to synthesize the given product. (1) The reactants are: [NH2:1][C:2]1[S:3][CH:4]=[CH:5][N:6]=1.N1C=CC=CC=1.[F:13][C:14]1[CH:15]=[C:16]([S:21](Cl)(=[O:23])=[O:22])[CH:17]=[CH:18][C:19]=1[F:20]. Given the product [F:13][C:14]1[CH:15]=[C:16]([S:21]([NH:1][C:2]2[S:3][CH:4]=[CH:5][N:6]=2)(=[O:22])=[O:23])[CH:17]=[CH:18][C:19]=1[F:20], predict the reactants needed to synthesize it. (2) Given the product [Br:1][C:2]1[CH:3]=[C:4]([CH:8]=[CH:9][CH:10]=1)[C:5]([NH:29][C:28]1[CH:30]=[CH:31][C:25]([O:24][CH2:23][CH2:22][O:21][CH3:20])=[C:26]([C:32]2[N:33]([CH3:37])[N:34]=[CH:35][CH:36]=2)[CH:27]=1)=[O:6], predict the reactants needed to synthesize it. The reactants are: [Br:1][C:2]1[CH:3]=[C:4]([CH:8]=[CH:9][CH:10]=1)[C:5](Cl)=[O:6].C(N(CC)C(C)C)(C)C.[CH3:20][O:21][CH2:22][CH2:23][O:24][C:25]1[CH:31]=[CH:30][C:28]([NH2:29])=[CH:27][C:26]=1[C:32]1[N:33]([CH3:37])[N:34]=[CH:35][CH:36]=1. (3) Given the product [CH2:29]([O:28][C:26]([N:8]1[CH2:14][C:13]2[CH:15]=[C:16]([O:22][CH3:23])[C:17]([N+:19]([O-:21])=[O:20])=[CH:18][C:12]=2[NH:11][C:10](=[O:24])[CH2:9]1)=[O:27])[C:30]1[CH:35]=[CH:34][CH:33]=[CH:32][CH:31]=1, predict the reactants needed to synthesize it. The reactants are: C([N:8]1[CH2:14][C:13]2[CH:15]=[C:16]([O:22][CH3:23])[C:17]([N+:19]([O-:21])=[O:20])=[CH:18][C:12]=2[NH:11][C:10](=[O:24])[CH2:9]1)C1C=CC=CC=1.Cl[C:26]([O:28][CH2:29][C:30]1[CH:35]=[CH:34][CH:33]=[CH:32][CH:31]=1)=[O:27]. (4) Given the product [Br:7][C:1]1[CH:6]=[C:5]([CH:12]([C:11]2[CH:14]=[CH:15][CH:16]=[CH:9][CH:10]=2)[OH:13])[CH:4]=[CH:3][CH:2]=1, predict the reactants needed to synthesize it. The reactants are: [C:1]1([Br:7])[CH:6]=[CH:5][CH:4]=[CH:3][CH:2]=1.Br[C:9]1[CH:10]=[C:11]([CH:14]=[CH:15][CH:16]=1)[CH:12]=[O:13]. (5) Given the product [CH3:1][C:2]1[O:6][C:5]([C:7]2[CH:8]=[CH:9][C:10]([C:11]([OH:13])=[O:12])=[CH:15][CH:16]=2)=[N:4][C:3]=1[CH2:17][O:18][C:19]1[CH:20]=[CH:21][C:22]([CH3:25])=[CH:23][CH:24]=1, predict the reactants needed to synthesize it. The reactants are: [CH3:1][C:2]1[O:6][C:5]([C:7]2[CH:16]=[CH:15][C:10]([C:11]([O:13]C)=[O:12])=[CH:9][CH:8]=2)=[N:4][C:3]=1[CH2:17][O:18][C:19]1[CH:24]=[CH:23][C:22]([CH3:25])=[CH:21][CH:20]=1. (6) Given the product [S:10]1[C:11]2[CH:17]=[CH:16][CH:15]=[CH:14][C:12]=2[N:13]=[C:9]1[CH:8]([O:18][CH:19]1[CH2:24][CH2:23][N:22]([CH3:25])[CH2:21][CH2:20]1)[C:4]1[CH:3]=[C:2]([N:39]2[CH2:42][CH:41]([OH:43])[CH2:40]2)[CH:7]=[CH:6][CH:5]=1.[C:29]([O-:30])(=[O:18])[C:32]([O-:34])=[O:35], predict the reactants needed to synthesize it. The reactants are: I[C:2]1[CH:3]=[C:4]([CH:8]([O:18][CH:19]2[CH2:24][CH2:23][N:22]([CH3:25])[CH2:21][CH2:20]2)[C:9]2[S:10][C:11]3[CH:17]=[CH:16][CH:15]=[CH:14][C:12]=3[N:13]=2)[CH:5]=[CH:6][CH:7]=1.CC(N)([CH2:29][OH:30])C.[C:32](=[O:35])([O-:34])[O-].[K+].[K+].Cl.[NH:39]1[CH2:42][CH:41]([OH:43])[CH2:40]1. (7) Given the product [C:1]([C:5]([C:8]([O:11][C:12]([C:15]([C:18]([O-:20])=[O:19])([F:17])[F:16])([F:14])[F:13])([F:10])[F:9])([F:7])[F:6])([F:4])([F:3])[F:2].[NH4+:40].[C:21]([C:25]([C:28]([O:31][CH:32]([C:34]([C:37]([O-:39])=[O:38])([F:36])[F:35])[F:33])([F:29])[F:30])([F:27])[F:26])([F:24])([F:23])[F:22].[NH4+:40], predict the reactants needed to synthesize it. The reactants are: [C:1]([C:5]([C:8]([O:11][C:12]([C:15]([C:18]([OH:20])=[O:19])([F:17])[F:16])([F:14])[F:13])([F:10])[F:9])([F:7])[F:6])([F:4])([F:3])[F:2].[C:21]([C:25]([C:28]([O:31][CH:32]([C:34]([C:37]([OH:39])=[O:38])([F:36])[F:35])[F:33])([F:30])[F:29])([F:27])[F:26])([F:24])([F:23])[F:22].[NH3:40].